This data is from Reaction yield outcomes from USPTO patents with 853,638 reactions. The task is: Predict the reaction yield, written as a fraction of the theoretical maximum amount of product (1.0 means a 100% yield; for example, 0.34 means a 34% yield). (1) The reactants are CS(O[CH2:6][CH2:7][N:8]1[CH2:12][CH2:11][N:10]([CH2:13][CH2:14][CH2:15][N:16]2[CH2:21][CH2:20][CH2:19][CH2:18][CH2:17]2)[C:9]1=[C:22]([C:25]#[N:26])[C:23]#[N:24])(=O)=O.[CH2:27]1[C:36]2[C:31](=[CH:32][CH:33]=[CH:34][CH:35]=2)[CH2:30][CH2:29][NH:28]1.[I-].[K+].O. The catalyst is O1CCOCC1. The product is [CH2:27]1[C:36]2[C:31](=[CH:32][CH:33]=[CH:34][CH:35]=2)[CH2:30][CH2:29][N:28]1[CH2:6][CH2:7][N:8]1[CH2:12][CH2:11][N:10]([CH2:13][CH2:14][CH2:15][N:16]2[CH2:21][CH2:20][CH2:19][CH2:18][CH2:17]2)[C:9]1=[C:22]([C:25]#[N:26])[C:23]#[N:24]. The yield is 0.668. (2) The reactants are [Cl:1][C:2]1[CH:3]=[C:4]2[C:9](=[CH:10][C:11]=1[O:12][C:13]1[CH:18]=[CH:17][C:16]([C:19](=[O:34])[NH:20][CH2:21][CH2:22][C:23]3[CH:28]=[CH:27][C:26]([S:29][C:30]([F:33])([F:32])[F:31])=[CH:25][CH:24]=3)=[CH:15][CH:14]=1)[O:8][CH2:7][CH2:6][CH:5]2[C:35]([OH:37])=[O:36].C[O-].[Na+:40]. The catalyst is O1CCCC1. The product is [Cl:1][C:2]1[CH:3]=[C:4]2[C:9](=[CH:10][C:11]=1[O:12][C:13]1[CH:18]=[CH:17][C:16]([C:19](=[O:34])[NH:20][CH2:21][CH2:22][C:23]3[CH:28]=[CH:27][C:26]([S:29][C:30]([F:31])([F:33])[F:32])=[CH:25][CH:24]=3)=[CH:15][CH:14]=1)[O:8][CH2:7][CH2:6][CH:5]2[C:35]([O-:37])=[O:36].[Na+:40]. The yield is 0.983. (3) The reactants are [C:1]([O:5][C:6]([NH:8][CH2:9][C:10]1[C:11]([CH2:35][CH:36]([CH3:38])[CH3:37])=[N:12][C:13]2[C:18]([C:19]=1[C:20]1[CH:25]=[CH:24][C:23]([CH3:26])=[CH:22][CH:21]=1)=[CH:17][C:16]([C:27]1[S:28][CH:29]=[C:30]([C:32]([OH:34])=[O:33])[N:31]=1)=[CH:15][CH:14]=2)=[O:7])([CH3:4])([CH3:3])[CH3:2].[CH:39](O)([CH3:41])[CH3:40].C1CCN(C(/N=N/C(N2CCCCC2)=O)=O)CC1. The catalyst is O1CCCC1. The product is [C:1]([O:5][C:6]([NH:8][CH2:9][C:10]1[C:11]([CH2:35][CH:36]([CH3:38])[CH3:37])=[N:12][C:13]2[C:18]([C:19]=1[C:20]1[CH:25]=[CH:24][C:23]([CH3:26])=[CH:22][CH:21]=1)=[CH:17][C:16]([C:27]1[S:28][CH:29]=[C:30]([C:32]([O:34][CH:39]([CH3:41])[CH3:40])=[O:33])[N:31]=1)=[CH:15][CH:14]=2)=[O:7])([CH3:3])([CH3:2])[CH3:4]. The yield is 0.710.